Dataset: Forward reaction prediction with 1.9M reactions from USPTO patents (1976-2016). Task: Predict the product of the given reaction. (1) Given the reactants [Br:1][C:2]1[N:7]=[CH:6][C:5]([CH2:8][OH:9])=[CH:4][CH:3]=1.[CH3:10][S:11](Cl)(=[O:13])=[O:12], predict the reaction product. The product is: [CH3:10][S:11]([O:9][CH2:8][C:5]1[CH:6]=[N:7][C:2]([Br:1])=[CH:3][CH:4]=1)(=[O:13])=[O:12]. (2) Given the reactants [CH2:1]([O:8][C:9]([NH:11][C@@H:12]([CH2:20][C:21]1[CH:26]=[CH:25][C:24]([C:27]2[N:32]=[CH:31][C:30]([Br:33])=[CH:29][N:28]=2)=[CH:23][CH:22]=1)[C:13]([O:15]C(C)(C)C)=[O:14])=[O:10])[C:2]1[CH:7]=[CH:6][CH:5]=[CH:4][CH:3]=1.C(O)(C(F)(F)F)=O, predict the reaction product. The product is: [CH2:1]([O:8][C:9]([NH:11][C@@H:12]([CH2:20][C:21]1[CH:26]=[CH:25][C:24]([C:27]2[N:32]=[CH:31][C:30]([Br:33])=[CH:29][N:28]=2)=[CH:23][CH:22]=1)[C:13]([OH:15])=[O:14])=[O:10])[C:2]1[CH:7]=[CH:6][CH:5]=[CH:4][CH:3]=1. (3) Given the reactants [F:1][C:2]1[CH:7]=[CH:6][CH:5]=[C:4]([O:8][CH2:9][CH2:10][CH2:11][CH2:12][CH2:13][CH3:14])[C:3]=1[F:15].C([Li])(CC)C.[O:21]1[C:25]2([CH2:30][CH2:29][C:28](=O)[CH2:27][CH2:26]2)[O:24][CH2:23][CH2:22]1.[Cl-].[NH4+], predict the reaction product. The product is: [F:1][C:2]1[C:3]([F:15])=[C:4]([O:8][CH2:9][CH2:10][CH2:11][CH2:12][CH2:13][CH3:14])[CH:5]=[CH:6][C:7]=1[CH:28]1[CH2:29][CH2:30][C:25]2([O:24][CH2:23][CH2:22][O:21]2)[CH2:26][CH2:27]1. (4) Given the reactants [F:1][C:2]1[CH:8]=[C:7](I)[CH:6]=[CH:5][C:3]=1[NH2:4].[N:10]1[CH:15]=[CH:14][CH:13]=[CH:12][C:11]=1[N:16]1[CH2:21][CH2:20][NH:19][CH2:18][CH2:17]1.OC1C=CC=C2C=1N=CC=C2.C(=O)([O-])[O-].[K+].[K+].[OH-].[NH4+].C, predict the reaction product. The product is: [F:1][C:2]1[CH:8]=[C:7]([N:19]2[CH2:20][CH2:21][N:16]([C:11]3[CH:12]=[CH:13][CH:14]=[CH:15][N:10]=3)[CH2:17][CH2:18]2)[CH:6]=[CH:5][C:3]=1[NH2:4]. (5) Given the reactants [CH2:1]([N:8]([CH2:18][C:19]1[CH:24]=[CH:23][CH:22]=[CH:21][CH:20]=1)[C:9]1[CH:17]=[CH:16][C:12]([C:13](O)=[O:14])=[CH:11][CH:10]=1)[C:2]1[CH:7]=[CH:6][CH:5]=[CH:4][CH:3]=1.C(Cl)CCl.[CH:29]1[CH:30]=[CH:31][C:32]2[N:37](O)N=[N:35][C:33]=2[CH:34]=1.C1(N)C=CC=CC=1N, predict the reaction product. The product is: [NH2:35][C:33]1[CH:34]=[CH:29][CH:30]=[CH:31][C:32]=1[NH:37][C:13](=[O:14])[C:12]1[CH:11]=[CH:10][C:9]([N:8]([CH2:18][C:19]2[CH:24]=[CH:23][CH:22]=[CH:21][CH:20]=2)[CH2:1][C:2]2[CH:3]=[CH:4][CH:5]=[CH:6][CH:7]=2)=[CH:17][CH:16]=1. (6) Given the reactants [N:1]1([C:7]2[N:12]=[CH:11][C:10]([C:13]3[NH:17][C:16]4[CH:18]=[CH:19][CH:20]=[CH:21][C:15]=4[N:14]=3)=[CH:9][CH:8]=2)[CH2:6][CH2:5][NH:4][CH2:3][CH2:2]1.C1COCC1.ClCCl.[F:30][C:31]([F:42])([F:41])[C:32]1[CH:40]=[CH:39][CH:38]=[CH:37][C:33]=1[C:34](Cl)=[O:35], predict the reaction product. The product is: [NH:17]1[C:16]2[CH:18]=[CH:19][CH:20]=[CH:21][C:15]=2[N:14]=[C:13]1[C:10]1[CH:9]=[CH:8][C:7]([N:1]2[CH2:6][CH2:5][N:4]([C:34]([C:33]3[CH:37]=[CH:38][CH:39]=[CH:40][C:32]=3[C:31]([F:30])([F:41])[F:42])=[O:35])[CH2:3][CH2:2]2)=[N:12][CH:11]=1. (7) Given the reactants Cl[C:2]1[N:7]=[CH:6][N:5]=[C:4]([NH:8][CH2:9][CH:10]2[CH2:12][CH2:11]2)[CH:3]=1.[C:13]([O:17][C:18]([NH:20][CH2:21][C:22]1[CH:27]=[CH:26][C:25](B(O)O)=[CH:24][CH:23]=1)=[O:19])([CH3:16])([CH3:15])[CH3:14].C(=O)([O-])[O-].[K+].[K+].[OH-].[Na+], predict the reaction product. The product is: [CH:10]1([CH2:9][NH:8][C:4]2[N:5]=[CH:6][N:7]=[C:2]([C:25]3[CH:26]=[CH:27][C:22]([CH2:21][NH:20][C:18]([O:17][C:13]([CH3:14])([CH3:16])[CH3:15])=[O:19])=[CH:23][CH:24]=3)[CH:3]=2)[CH2:12][CH2:11]1. (8) Given the reactants [Br:1][C:2]1[N:7]=[N:6][C:5](/[N:8]=[CH:9]/N(C)C)=[CH:4][CH:3]=1.Br[CH2:14][C:15]#[N:16].C([O-])(O)=O.[Na+], predict the reaction product. The product is: [Br:1][C:2]1[CH:3]=[CH:4][C:5]2[N:6]([C:14]([C:15]#[N:16])=[CH:9][N:8]=2)[N:7]=1. (9) Given the reactants [SH:1][C:2]1[CH:7]=[CH:6][CH:5]=[CH:4][N:3]=1.[C:8]([C:12]1[CH:13]=[C:14]([CH:18]=[C:19]([C:21]([CH3:24])([CH3:23])[CH3:22])[CH:20]=1)[C:15](Cl)=[O:16])([CH3:11])([CH3:10])[CH3:9], predict the reaction product. The product is: [C:21]([C:19]1[CH:18]=[C:14]([CH:13]=[C:12]([C:8]([CH3:11])([CH3:10])[CH3:9])[CH:20]=1)[C:15](=[O:16])[S:1][C:2]1[CH:7]=[CH:6][CH:5]=[CH:4][N:3]=1)([CH3:24])([CH3:23])[CH3:22].